From a dataset of Full USPTO retrosynthesis dataset with 1.9M reactions from patents (1976-2016). Predict the reactants needed to synthesize the given product. (1) Given the product [Br-:26].[C:1]([C:4]1[CH:5]=[N+:6]([CH2:22][C:23]2[CH:30]=[CH:29][CH:28]=[CH:27][C:24]=2[CH3:25])[CH:7]=[CH:8][C:9]=1[CH2:10][CH:11]1[CH2:19][C:18]2[C:13](=[CH:14][CH:15]=[C:16]([CH3:20])[CH:17]=2)[C:12]1=[O:21])(=[O:3])[CH3:2], predict the reactants needed to synthesize it. The reactants are: [C:1]([C:4]1[CH:5]=[N:6][CH:7]=[CH:8][C:9]=1[CH2:10][CH:11]1[CH2:19][C:18]2[C:13](=[CH:14][CH:15]=[C:16]([CH3:20])[CH:17]=2)[C:12]1=[O:21])(=[O:3])[CH3:2].[CH3:22][C:23]1[CH:30]=[CH:29][CH:28]=[CH:27][C:24]=1[CH2:25][Br:26]. (2) The reactants are: C1([Si](C2C=CC=CC=2)(OC2C(C(C)C)CCC(C)C2)OC2C(C(C)C)CCC(C)C2)C=CC=CC=1.C1([Si](C2C=CC=CC=2)([O:43][CH:44]([C:46]2[CH:51]=[CH:50][CH:49]=[CH:48][CH:47]=2)[CH3:45])[O:43][CH:44]([C:46]2[CH:51]=[CH:50][CH:49]=[CH:48][CH:47]=2)[CH3:45])C=CC=CC=1. Given the product [C:46]1([C@H:44]([OH:43])[CH3:45])[CH:51]=[CH:50][CH:49]=[CH:48][CH:47]=1, predict the reactants needed to synthesize it. (3) Given the product [Br:50][C:51]1[CH:52]=[CH:53][C:54]2[O:63][C:62]3[C:61](=[O:64])[NH:60][C:59]([C@@H:65]4[CH2:69][C@@H:68]([OH:70])[CH2:67][NH:66]4)=[N:58][C:57]=3[C:55]=2[CH:56]=1, predict the reactants needed to synthesize it. The reactants are: BrC1C=CC2OC3C(=O)NC(C4CCNCC4)=NC=3C=2C=1.BrC1C=CC2OC3C(=O)NC(C4CCN(C(OC(C)(C)C)=O)CC4)=NC=3C=2C=1.[Br:50][C:51]1[CH:52]=[CH:53][C:54]2[O:63][C:62]3[C:61](=[O:64])[NH:60][C:59]([C@@H:65]4[CH2:69][C@@H:68]([OH:70])[CH2:67][N:66]4C(OC(C)(C)C)=O)=[N:58][C:57]=3[C:55]=2[CH:56]=1. (4) The reactants are: [C:1]([CH:3]([CH:7]1[C:11]([Cl:12])=[C:10](Cl)C(=O)O1)[C:4]([NH2:6])=[O:5])#[N:2].Cl.[Cl:16][C:17]1[CH:18]=[C:19]([CH2:27][NH2:28])[CH:20]=[C:21]([S:23]([CH3:26])(=[O:25])=[O:24])[CH:22]=1.C(=O)([O-])[O-].[K+].[K+].[OH-].[Na+]. Given the product [ClH:12].[Cl:12][C:11]1[CH:7]=[C:3]([C:4]([NH2:6])=[O:5])[C:1](=[NH:2])[N:28]([CH2:27][C:19]2[CH:20]=[C:21]([S:23]([CH3:26])(=[O:25])=[O:24])[CH:22]=[C:17]([Cl:16])[CH:18]=2)[CH:10]=1, predict the reactants needed to synthesize it. (5) Given the product [N+:18]([C:7]1[CH:8]=[C:9]2[C:4]([CH2:3][CH:2]([C:10]([OH:12])=[O:11])[NH:1]2)=[CH:5][CH:6]=1)([O-:20])=[O:19], predict the reactants needed to synthesize it. The reactants are: [NH:1]1[C:9]2[C:4](=[CH:5][CH:6]=[CH:7][CH:8]=2)[CH2:3][CH:2]1[C:10]([OH:12])=[O:11].S(=O)(=O)(O)O.[N+:18]([O-])([OH:20])=[O:19]. (6) Given the product [Cl:1][C:2]1[CH:25]=[CH:24][C:5]([CH2:6][N:7]2[C:15]3[C:10](=[CH:11][C:12](/[CH:16]=[C:17]4/[C:18](=[O:23])[N:19]([CH2:35][CH2:34][NH:30][CH2:31][CH2:32][OH:33])[C:20](=[O:22])[S:21]/4)=[CH:13][CH:14]=3)[CH:9]=[N:8]2)=[C:4]([C:26]([F:27])([F:29])[F:28])[CH:3]=1, predict the reactants needed to synthesize it. The reactants are: [Cl:1][C:2]1[CH:25]=[CH:24][C:5]([CH2:6][N:7]2[C:15]3[C:10](=[CH:11][C:12](/[CH:16]=[C:17]4/[C:18](=[O:23])[NH:19][C:20](=[O:22])[S:21]/4)=[CH:13][CH:14]=3)[CH:9]=[N:8]2)=[C:4]([C:26]([F:29])([F:28])[F:27])[CH:3]=1.[NH:30]([CH2:34][CH2:35]O)[CH2:31][CH2:32][OH:33]. (7) The reactants are: F[C:2]1[CH:3]=[C:4]2[C:8](=[CH:9][C:10]=1[F:11])[N:7]([S:12]([C:15]1[CH:20]=[CH:19][CH:18]=[CH:17][CH:16]=1)(=[O:14])=[O:13])[CH:6]=[C:5]2[C:21]1[CH:22]=[N:23][N:24]([CH2:26][CH:27]2CCNCC2)[CH:25]=1.Cl.ClCC[N:37]1[CH2:42][CH2:41][O:40][CH2:39][CH2:38]1. Given the product [F:11][C:10]1[CH:9]=[C:8]2[C:4]([C:5]([C:21]3[CH:22]=[N:23][N:24]([CH2:26][CH2:27][N:37]4[CH2:42][CH2:41][O:40][CH2:39][CH2:38]4)[CH:25]=3)=[CH:6][N:7]2[S:12]([C:15]2[CH:20]=[CH:19][CH:18]=[CH:17][CH:16]=2)(=[O:13])=[O:14])=[CH:3][CH:2]=1, predict the reactants needed to synthesize it. (8) Given the product [Br:1][C:2]1[N:7]=[C:6]([C:8]2[N:12]3[CH:13]=[CH:14][N:15]=[C:16]([N:22]4[CH2:23][CH2:24][N:19]([CH3:18])[CH2:20][CH2:21]4)[C:11]3=[N:10][CH:9]=2)[CH:5]=[CH:4][CH:3]=1, predict the reactants needed to synthesize it. The reactants are: [Br:1][C:2]1[N:7]=[C:6]([C:8]2[N:12]3[CH:13]=[CH:14][N:15]=[C:16](Cl)[C:11]3=[N:10][CH:9]=2)[CH:5]=[CH:4][CH:3]=1.[CH3:18][N:19]1[CH2:24][CH2:23][NH:22][CH2:21][CH2:20]1.C(N(C(C)C)CC)(C)C. (9) The reactants are: [O:1]1[C:9]2[C:4](=[CH:5][CH:6]=[CH:7][CH:8]=2)[C:3](=[O:10])[CH2:2]1.[BH4-].[Na+].Cl.O[C:15]1[CH:20]=[CH:19][C:18]([CH2:21][CH2:22][C:23]([O:25][CH3:26])=[O:24])=[CH:17][CH:16]=1.C1(P(C2C=CC=CC=2)C2C=CC=CC=2)C=CC=CC=1.N(C(OCC)=O)=NC(OCC)=O. Given the product [O:1]1[C:9]2[CH:8]=[CH:7][CH:6]=[CH:5][C:4]=2[CH:3]([O:10][C:15]2[CH:20]=[CH:19][C:18]([CH2:21][CH2:22][C:23]([O:25][CH3:26])=[O:24])=[CH:17][CH:16]=2)[CH2:2]1, predict the reactants needed to synthesize it. (10) Given the product [Cl:10][C:7]1[CH:8]=[CH:9][C:4]([C:3]([OH:31])=[O:2])=[CH:5][C:6]=1[C:11]1[CH:16]=[CH:15][C:14]([C:17](=[O:30])[NH:18][C@H:19]([C:24](=[O:29])[NH:25][CH2:26][C:27]#[N:28])[CH2:20][CH:21]([CH3:23])[CH3:22])=[CH:13][N:12]=1, predict the reactants needed to synthesize it. The reactants are: C[O:2][C:3](=[O:31])[C:4]1[CH:9]=[CH:8][C:7]([Cl:10])=[C:6]([C:11]2[CH:16]=[CH:15][C:14]([C:17](=[O:30])[NH:18][C@H:19]([C:24](=[O:29])[NH:25][CH2:26][C:27]#[N:28])[CH2:20][CH:21]([CH3:23])[CH3:22])=[CH:13][N:12]=2)[CH:5]=1.[F-].C([N+](CCCC)(CCCC)CCCC)CCC.C1COCC1.